Dataset: Catalyst prediction with 721,799 reactions and 888 catalyst types from USPTO. Task: Predict which catalyst facilitates the given reaction. (1) Reactant: [C:1]1([C:19]2[CH:24]=[CH:23][CH:22]=[CH:21][CH:20]=2)[CH:6]=[CH:5][CH:4]=[C:3]([C:7]2[CH:12]=[N:11][CH:10]=[C:9]3[NH:13][C:14]([C:16]([NH2:18])=O)=[CH:15][C:8]=23)[CH:2]=1.C(OC(C(F)(F)F)=O)(C(F)(F)F)=O. Product: [C:1]1([C:19]2[CH:20]=[CH:21][CH:22]=[CH:23][CH:24]=2)[CH:6]=[CH:5][CH:4]=[C:3]([C:7]2[CH:12]=[N:11][CH:10]=[C:9]3[NH:13][C:14]([C:16]#[N:18])=[CH:15][C:8]=23)[CH:2]=1. The catalyst class is: 202. (2) Reactant: [CH2:1]([OH:9])[CH2:2][CH2:3][CH2:4][CH2:5][CH2:6][CH2:7][CH3:8].C[Si]([N-][Si](C)(C)C)(C)C.[Na+].F[C:21]1[CH:29]=[CH:28][C:24]([C:25]([OH:27])=[O:26])=[CH:23][C:22]=1[C:30]([F:33])([F:32])[F:31]. Product: [CH2:1]([O:9][C:21]1[CH:29]=[CH:28][C:24]([C:25]([OH:27])=[O:26])=[CH:23][C:22]=1[C:30]([F:31])([F:33])[F:32])[CH2:2][CH2:3][CH2:4][CH2:5][CH2:6][CH2:7][CH3:8]. The catalyst class is: 1. (3) Reactant: [Br:1][C:2]1[CH:14]=[N:13][C:12]2[C:11]3[CH:10]=[CH:9][C:8]([S:15]([CH3:18])(=[O:17])=[O:16])=[CH:7][C:6]=3[NH:5][C:4]=2[CH:3]=1.[F:19][C:20]1([F:34])[CH2:25][CH2:24][CH:23]([CH:26]([C:28]2[CH:33]=[CH:32][CH:31]=[CH:30][CH:29]=2)O)[CH2:22][CH2:21]1.C1(P(C2C=CC=CC=2)C2C=CC=CC=2)C=CC=CC=1.CC(OC(/N=N/C(OC(C)C)=O)=O)C. Product: [Br:1][C:2]1[CH:14]=[N:13][C:12]2[C:11]3[CH:10]=[CH:9][C:8]([S:15]([CH3:18])(=[O:17])=[O:16])=[CH:7][C:6]=3[N:5]([CH:26]([CH:23]3[CH2:24][CH2:25][C:20]([F:19])([F:34])[CH2:21][CH2:22]3)[C:28]3[CH:33]=[CH:32][CH:31]=[CH:30][CH:29]=3)[C:4]=2[CH:3]=1. The catalyst class is: 4. (4) The catalyst class is: 6. Product: [Cl:1][C:2]1[CH:3]=[C:4]([C:8]#[C:9][C@@H:10]2[N:14]3[CH2:15][CH2:16][N:17]([C:19]4[C:20]([C:21]5[N:31]=[N:32][NH:33][N:22]=5)=[CH:23][CH:24]=[CH:25][N:26]=4)[CH2:18][C@@H:13]3[CH2:12][CH2:11]2)[CH:5]=[CH:6][CH:7]=1. Reactant: [Cl:1][C:2]1[CH:3]=[C:4]([C:8]#[C:9][C@@H:10]2[N:14]3[CH2:15][CH2:16][N:17]([C:19]4[N:26]=[CH:25][CH:24]=[CH:23][C:20]=4[C:21]#[N:22])[CH2:18][C@@H:13]3[CH2:12][CH2:11]2)[CH:5]=[CH:6][CH:7]=1.[Sn]([N:31]=[N+:32]=[N-:33])(C)(C)C.CN(C=O)C. (5) Reactant: [CH3:1][N:2]([C:12]1[CH:17]=[CH:16][C:15]([N+:18]([O-])=O)=[C:14]([N:21]2[CH2:26][CH2:25][CH2:24][CH2:23][CH2:22]2)[CH:13]=1)[C:3]([N:5]1[CH2:10][CH2:9][N:8]([CH3:11])[CH2:7][CH2:6]1)=[O:4]. Product: [NH2:18][C:15]1[CH:16]=[CH:17][C:12]([N:2]([CH3:1])[C:3]([N:5]2[CH2:6][CH2:7][N:8]([CH3:11])[CH2:9][CH2:10]2)=[O:4])=[CH:13][C:14]=1[N:21]1[CH2:26][CH2:25][CH2:24][CH2:23][CH2:22]1. The catalyst class is: 19. (6) Reactant: [BH4-].[Li+].[O:3]=[S:4]1(=[O:38])[C:8]([C:9]2[CH:36]=[CH:35][C:12]([CH2:13][O:14][CH2:15][C:16]3[CH:34]=[CH:33][C:19]([O:20][C:21]4[CH:30]=[CH:29][CH:28]=[C:27]([O:31][CH3:32])[C:22]=4[C:23]([O:25][CH3:26])=[O:24])=[CH:18][CH:17]=3)=[CH:11][CH:10]=2)=[CH:7][C:6](=[O:37])[NH:5]1. Product: [O:3]=[S:4]1(=[O:38])[CH:8]([C:9]2[CH:36]=[CH:35][C:12]([CH2:13][O:14][CH2:15][C:16]3[CH:34]=[CH:33][C:19]([O:20][C:21]4[CH:30]=[CH:29][CH:28]=[C:27]([O:31][CH3:32])[C:22]=4[C:23]([O:25][CH3:26])=[O:24])=[CH:18][CH:17]=3)=[CH:11][CH:10]=2)[CH2:7][C:6](=[O:37])[NH:5]1. The catalyst class is: 7. (7) Reactant: [I:1][C:2]1[CH:3]=[CH:4][C:5]([NH:8][S:9]([C:12]2[CH:17]=[CH:16][C:15]([CH3:18])=[CH:14][CH:13]=2)(=[O:11])=[O:10])=[N:6][CH:7]=1.[H-].[Na+].Cl[CH2:22][C:23]([NH2:25])=[O:24]. Product: [C:23]([CH2:22][N:6]1[CH:7]=[C:2]([I:1])[CH:3]=[CH:4][CH:5]1[NH:8][S:9]([C:12]1[CH:17]=[CH:16][C:15]([CH3:18])=[CH:14][CH:13]=1)(=[O:11])=[O:10])(=[O:24])[NH2:25]. The catalyst class is: 9.